Dataset: Retrosynthesis with 50K atom-mapped reactions and 10 reaction types from USPTO. Task: Predict the reactants needed to synthesize the given product. (1) Given the product COC(=O)c1cccc(CC2(CN(C(=O)C(F)(F)F)[C@@H]3C[C@H]3c3ccccc3)CCNCC2)c1, predict the reactants needed to synthesize it. The reactants are: COC(=O)c1cccc(CC2(CN(C(=O)C(F)(F)F)[C@@H]3C[C@H]3c3ccccc3)CCN(C(=O)OC(C)(C)C)CC2)c1. (2) Given the product CN(C)c1cccc(C=CCCn2cnc(-c3ccccc3)c2)c1[N+](=O)[O-], predict the reactants needed to synthesize it. The reactants are: CN(C)c1cccc(C[P+](c2ccccc2)(c2ccccc2)c2ccccc2)c1[N+](=O)[O-].O=CCCn1cnc(-c2ccccc2)c1. (3) The reactants are: COC(=O)c1ccc2nc(-c3ccccc3)c(-c3cccc(C(=O)O)c3)nc2c1. Given the product O=C(O)c1cccc(-c2nc3cc(C(=O)O)ccc3nc2-c2ccccc2)c1, predict the reactants needed to synthesize it. (4) Given the product COc1ccccc1-c1nc2cc(F)c(F)cc2n1CC1CCCCC1, predict the reactants needed to synthesize it. The reactants are: BrCC1CCCCC1.COc1ccccc1-c1nc2cc(F)c(F)cc2[nH]1. (5) Given the product CCOC(=O)c1ncc(C(=O)OC(C)(C)C)n1Cc1cc(-c2ccc(Cl)s2)on1, predict the reactants needed to synthesize it. The reactants are: CCOC(=O)c1ncc(C(=O)OC(C)(C)C)[nH]1.Clc1ccc(-c2cc(CBr)no2)s1.